Predict the reaction yield, written as a fraction of the theoretical maximum amount of product (1.0 means a 100% yield; for example, 0.34 means a 34% yield). From a dataset of Reaction yield outcomes from USPTO patents with 853,638 reactions. (1) The reactants are [H-].[Na+].[NH:3]1[C:11]2[C:6](=[CH:7][CH:8]=[CH:9][CH:10]=2)[CH:5]=[CH:4]1.Br[CH2:13][CH2:14][O:15][Si:16]([C:19]([CH3:22])([CH3:21])[CH3:20])([CH3:18])[CH3:17]. The catalyst is CN(C)C=O. The product is [Si:16]([O:15][CH2:14][CH2:13][N:3]1[C:11]2[C:6](=[CH:7][CH:8]=[CH:9][C:10]=2[CH:14]([O:15][Si:16]([C:19]([CH3:22])([CH3:21])[CH3:20])([CH3:18])[CH3:17])[CH3:13])[CH:5]=[CH:4]1)([C:19]([CH3:22])([CH3:21])[CH3:20])([CH3:18])[CH3:17]. The yield is 0.890. (2) The reactants are [C:1]1([NH:7][C:8]([NH:10][C:11]2[CH:16]=[CH:15][C:14]([C:17]3[C:21]([C:22]4[CH:27]=[CH:26][N:25]=[C:24]5[NH:28][CH:29]=[CH:30][C:23]=45)=[CH:20][N:19]([CH2:31][C:32]([OH:34])=O)[N:18]=3)=[CH:13][CH:12]=2)=[O:9])[CH:6]=[CH:5][CH:4]=[CH:3][CH:2]=1.C([N:37](CC)CC)C.C(OC(Cl)=O)C.[OH-].[NH4+]. The catalyst is O1CCCC1. The product is [C:1]1([NH:7][C:8]([NH:10][C:11]2[CH:16]=[CH:15][C:14]([C:17]3[C:21]([C:22]4[CH:27]=[CH:26][N:25]=[C:24]5[NH:28][CH:29]=[CH:30][C:23]=45)=[CH:20][N:19]([CH2:31][C:32]([NH2:37])=[O:34])[N:18]=3)=[CH:13][CH:12]=2)=[O:9])[CH:6]=[CH:5][CH:4]=[CH:3][CH:2]=1. The yield is 0.130.